This data is from Full USPTO retrosynthesis dataset with 1.9M reactions from patents (1976-2016). The task is: Predict the reactants needed to synthesize the given product. (1) Given the product [F:16][C:7]1[CH:6]=[C:5]([C@:25]2([NH:24][S@:22]([C:19]([CH3:21])([CH3:20])[CH3:18])=[O:23])[C:30]3=[N:31][CH:32]=[CH:33][CH:34]=[C:29]3[O:28][CH2:27][CH2:26]2)[CH:10]=[CH:9][C:8]=1[O:11][C:12]([F:15])([F:14])[F:13], predict the reactants needed to synthesize it. The reactants are: [Mg].II.Br[C:5]1[CH:10]=[CH:9][C:8]([O:11][C:12]([F:15])([F:14])[F:13])=[C:7]([F:16])[CH:6]=1.[Br-].[CH3:18][C:19]([S@@:22](/[N:24]=[C:25]1\[CH2:26][CH2:27][O:28][C:29]2[C:30]\1=[N:31][CH:32]=[CH:33][CH:34]=2)=[O:23])([CH3:21])[CH3:20]. (2) Given the product [CH3:24][N:25]1[CH2:30][CH2:29][N:28]([C:31]([C:33]2[CH:38]=[CH:37][C:36]([C:2]3[CH:7]=[N:6][CH:5]=[C:4]([C:8]4[C:9]5[CH:23]=[CH:22][NH:21][C:10]=5[N:11]=[C:12]([C:14]5[CH:19]=[CH:18][CH:17]=[C:16]([CH3:20])[N:15]=5)[N:13]=4)[CH:3]=3)=[CH:35][CH:34]=2)=[O:32])[CH2:27][CH2:26]1, predict the reactants needed to synthesize it. The reactants are: Br[C:2]1[CH:3]=[C:4]([C:8]2[C:9]3[CH:23]=[CH:22][NH:21][C:10]=3[N:11]=[C:12]([C:14]3[CH:19]=[CH:18][CH:17]=[C:16]([CH3:20])[N:15]=3)[N:13]=2)[CH:5]=[N:6][CH:7]=1.[CH3:24][N:25]1[CH2:30][CH2:29][N:28]([C:31]([C:33]2[CH:38]=[CH:37][C:36](B3OC(C)(C)C(C)(C)O3)=[CH:35][CH:34]=2)=[O:32])[CH2:27][CH2:26]1.C([O-])([O-])=O.[Na+].[Na+].[OH-].[Na+].